This data is from Catalyst prediction with 721,799 reactions and 888 catalyst types from USPTO. The task is: Predict which catalyst facilitates the given reaction. (1) Product: [Br:8][C:9]1[CH:10]=[CH:11][C:12]([F:22])=[C:13]([C:15](=[O:21])[C:16]([O:18][CH2:19][CH3:20])=[O:17])[CH:14]=1. Reactant: C(OC(=O)C)(=O)C.[Br:8][C:9]1[CH:10]=[CH:11][C:12]([F:22])=[C:13]([CH:15]([OH:21])[C:16]([O:18][CH2:19][CH3:20])=[O:17])[CH:14]=1. The catalyst class is: 16. (2) Reactant: Cl[C:2]1[C:11]2[C:6](=[CH:7][CH:8]=[C:9]([CH3:12])[CH:10]=2)[N:5]([CH3:13])[C:4](=[O:14])[C:3]=1[C:15]#[N:16].[NH:17]1[CH2:22][CH2:21][NH:20][CH2:19][CH2:18]1. Product: [CH3:13][N:5]1[C:6]2[C:11](=[CH:10][C:9]([CH3:12])=[CH:8][CH:7]=2)[C:2]([N:17]2[CH2:22][CH2:21][NH:20][CH2:19][CH2:18]2)=[C:3]([C:15]#[N:16])[C:4]1=[O:14]. The catalyst class is: 4. (3) Reactant: C(OC(=O)[NH:7][C:8]1[O:9][CH2:10][C:11]([F:37])([F:36])[C@:12]([C:15]2[C:20]([F:21])=[CH:19][CH:18]=[C:17]([NH:22][C:23]([C:25]3[C:30]([Cl:31])=[CH:29][C:28]([C:32]([F:35])([F:34])[F:33])=[CH:27][N:26]=3)=[O:24])[N:16]=2)([CH3:14])[N:13]=1)(C)(C)C.C(O)(C(F)(F)F)=O.C([O-])([O-])=O.[Na+].[Na+]. Product: [NH2:7][C:8]1[O:9][CH2:10][C:11]([F:37])([F:36])[C@:12]([C:15]2[N:16]=[C:17]([NH:22][C:23]([C:25]3[C:30]([Cl:31])=[CH:29][C:28]([C:32]([F:35])([F:33])[F:34])=[CH:27][N:26]=3)=[O:24])[CH:18]=[CH:19][C:20]=2[F:21])([CH3:14])[N:13]=1. The catalyst class is: 2. (4) Reactant: [CH3:1][N:2]([CH3:18])[CH2:3][CH2:4][N:5]1[C:13]2[C:8](=[CH:9][C:10]([N+:14]([O-])=O)=[CH:11][CH:12]=2)[CH:7]=[C:6]1[CH3:17]. Product: [CH3:1][N:2]([CH3:18])[CH2:3][CH2:4][N:5]1[C:13]2[C:8](=[CH:9][C:10]([NH2:14])=[CH:11][CH:12]=2)[CH:7]=[C:6]1[CH3:17]. The catalyst class is: 29.